Predict the reactants needed to synthesize the given product. From a dataset of Full USPTO retrosynthesis dataset with 1.9M reactions from patents (1976-2016). (1) Given the product [C:1]([CH:5]1[CH2:6][CH2:7][CH:8]([O:11][C:12]2[CH:13]=[C:14]3[C:19](=[CH:20][CH:21]=2)[CH:18]=[C:17]([CH2:22][N:23]2[CH2:24][CH2:25][C:26]([C:32]4[CH:36]=[CH:35][CH:34]=[CH:39][CH:33]=4)([C:29]([OH:31])=[O:30])[CH2:27][CH2:28]2)[CH:16]=[CH:15]3)[CH2:9][CH2:10]1)([CH3:4])([CH3:3])[CH3:2], predict the reactants needed to synthesize it. The reactants are: [C:1]([CH:5]1[CH2:10][CH2:9][CH:8]([O:11][C:12]2[CH:13]=[C:14]3[C:19](=[CH:20][CH:21]=2)[CH:18]=[C:17]([CH2:22][N:23]2[CH2:28][CH2:27][C:26]([CH2:32][CH3:33])([C:29]([OH:31])=[O:30])[CH2:25][CH2:24]2)[CH:16]=[CH:15]3)[CH2:7][CH2:6]1)([CH3:4])([CH3:3])[CH3:2].[C:34]1(C2(C(O)=O)CCNCC2)[CH:39]=CC=[CH:36][CH:35]=1.C(C1CCC(OC2C=C3C(=CC=2)C=C(C=O)C=C3)CC1)(C)(C)C.C(O)(=O)C.CO.C([BH3-])#N.[Na+]. (2) Given the product [Cl:1][C:2]1[CH:3]=[CH:4][C:5]2[N:11]3[C:12]([C:15]([Cl:18])([F:16])[F:17])=[N:13][N:14]=[C:10]3[C@@H:9]([CH2:19][C:20]([N:22]3[CH2:27][CH2:26][CH2:25][C@H:24]([C:28]([OH:30])=[O:29])[CH2:23]3)=[O:21])[O:8][C@H:7]([C:33]3[CH:38]=[CH:37][CH:36]=[C:35]([O:39][CH3:40])[C:34]=3[O:41][CH3:42])[C:6]=2[CH:43]=1, predict the reactants needed to synthesize it. The reactants are: [Cl:1][C:2]1[CH:3]=[CH:4][C:5]2[N:11]3[C:12]([C:15]([Cl:18])([F:17])[F:16])=[N:13][N:14]=[C:10]3[C@@H:9]([CH2:19][C:20]([N:22]3[CH2:27][CH2:26][CH2:25][C@H:24]([C:28]([O:30]CC)=[O:29])[CH2:23]3)=[O:21])[O:8][C@H:7]([C:33]3[CH:38]=[CH:37][CH:36]=[C:35]([O:39][CH3:40])[C:34]=3[O:41][CH3:42])[C:6]=2[CH:43]=1.Cl. (3) Given the product [C:1]([O:5][C:6]([N:8]1[CH2:13][CH2:12][N:11]([C:19](=[O:20])[C:18]2[CH:22]=[CH:23][CH:24]=[CH:25][C:17]=2[N+:14]([O-:16])=[O:15])[CH2:10][CH2:9]1)=[O:7])([CH3:4])([CH3:2])[CH3:3], predict the reactants needed to synthesize it. The reactants are: [C:1]([O:5][C:6]([N:8]1[CH2:13][CH2:12][NH:11][CH2:10][CH2:9]1)=[O:7])([CH3:4])([CH3:3])[CH3:2].[N+:14]([C:17]1[CH:25]=[CH:24][CH:23]=[CH:22][C:18]=1[C:19](Cl)=[O:20])([O-:16])=[O:15]. (4) The reactants are: ClC1N=C(O[C@@H]([C@H]2CNC(=O)C2)C)C2N(C(C)C)C=NC=2C=1.[CH3:23][O:24][C:25]1[CH:26]=[C:27]([C:33]2[N:38]=[C:37]([O:39][C@@H:40]([CH:42]3[CH2:46][NH:45][C:44](=[O:47])[CH2:43]3)[CH3:41])[C:36]3[N:48]([CH:51]([CH3:53])[CH3:52])[CH:49]=[N:50][C:35]=3[CH:34]=2)[CH:28]=[CH:29][C:30]=1[O:31][CH3:32]. Given the product [CH3:23][O:24][C:25]1[CH:26]=[C:27]([C:33]2[N:38]=[C:37]([O:39][C@@H:40]([C@H:42]3[CH2:46][NH:45][C:44](=[O:47])[CH2:43]3)[CH3:41])[C:36]3[N:48]([CH:51]([CH3:53])[CH3:52])[CH:49]=[N:50][C:35]=3[CH:34]=2)[CH:28]=[CH:29][C:30]=1[O:31][CH3:32], predict the reactants needed to synthesize it. (5) Given the product [C:20]([O:19][C:17]([N:12]1[CH2:13][C@@H:14]([CH3:16])[CH2:15][C@H:11]1[C:9]1[NH:8][C:5]2=[N:6][CH:7]=[C:2]([C:51]3[CH:52]=[CH:53][C:48]([C:45]4[CH:46]=[CH:47][C:42]([C:40]5[N:41]=[C:37]([C@@H:27]6[CH2:26][C@H:25]([CH3:24])[CH2:29][N:28]6[C:30]([O:32][C:33]([CH3:34])([CH3:36])[CH3:35])=[O:31])[NH:38][CH:39]=5)=[CH:43][CH:44]=4)=[CH:49][CH:50]=3)[CH:3]=[C:4]2[N:10]=1)=[O:18])([CH3:23])([CH3:22])[CH3:21], predict the reactants needed to synthesize it. The reactants are: Br[C:2]1[CH:3]=[C:4]2[N:10]=[C:9]([C@@H:11]3[CH2:15][C@H:14]([CH3:16])[CH2:13][N:12]3[C:17]([O:19][C:20]([CH3:23])([CH3:22])[CH3:21])=[O:18])[NH:8][C:5]2=[N:6][CH:7]=1.[CH3:24][C@@H:25]1[CH2:29][N:28]([C:30]([O:32][C:33]([CH3:36])([CH3:35])[CH3:34])=[O:31])[C@H:27]([C:37]2[NH:38][CH:39]=[C:40]([C:42]3[CH:47]=[CH:46][C:45]([C:48]4[CH:53]=[CH:52][C:51](B5OC(C)(C)C(C)(C)O5)=[CH:50][CH:49]=4)=[CH:44][CH:43]=3)[N:41]=2)[CH2:26]1.ClCCl.C([O-])(O)=O.[Na+]. (6) Given the product [CH3:1][NH:2][C:3]1[CH:4]=[CH:5][C:6]([C:9]2[S:10][C:11]3[CH:17]=[C:16]([O:18][CH2:55][CH2:54][CH2:53][O:52][Si:35]([C:48]([CH3:49])([CH3:51])[CH3:50])([C:36]4[CH:37]=[CH:38][CH:39]=[CH:40][CH:41]=4)[C:42]4[CH:47]=[CH:46][CH:45]=[CH:44][CH:43]=4)[CH:15]=[CH:14][C:12]=3[CH:13]=2)=[CH:7][CH:8]=1, predict the reactants needed to synthesize it. The reactants are: [CH3:1][NH:2][C:3]1[CH:8]=[CH:7][C:6]([C:9]2[S:10][C:11]3[CH:17]=[C:16]([O:18]CCO[Si](C(C)(C)C)(C)C)[CH:15]=[CH:14][C:12]=3[CH:13]=2)=[CH:5][CH:4]=1.C(=O)([O-])[O-].[K+].[K+].[Si:35]([O:52][CH2:53][CH2:54][CH2:55]Br)([C:48]([CH3:51])([CH3:50])[CH3:49])([C:42]1[CH:47]=[CH:46][CH:45]=[CH:44][CH:43]=1)[C:36]1[CH:41]=[CH:40][CH:39]=[CH:38][CH:37]=1.[Cl-].[Na+].